This data is from Catalyst prediction with 721,799 reactions and 888 catalyst types from USPTO. The task is: Predict which catalyst facilitates the given reaction. (1) Reactant: Cl[CH2:2][C:3]1[N:4]=[C:5]2[CH:10]=[CH:9][CH:8]=[CH:7][N:6]2[CH:11]=1.[C-:12]#[N:13].[Na+]. The catalyst class is: 97. Product: [N:4]1[C:3]([CH2:2][C:12]#[N:13])=[CH:11][N:6]2[CH:7]=[CH:8][CH:9]=[CH:10][C:5]=12. (2) Reactant: Cl.Cl.[C:3]12([C:9]3[CH:14]=[CH:13][C:12]([CH2:15][NH2:16])=[C:11]([F:17])[CH:10]=3)[CH2:8][CH:7]1[CH2:6][NH:5][CH2:4]2.F[C:19]1[CH:26]=[C:20]([C:21]23CC2CN([CH2:21][C:20]2C=CC=[CH:26][CH:19]=2)C3)[CH:19]=[CH:26][C:20]=1[C:21]#N.COC1CCC(OC)O1.OS(O)(=O)=O.C([O-])(O)=O.[Na+]. Product: [F:17][C:11]1[CH:10]=[C:9]([C:3]23[CH2:8][CH:7]2[CH2:6][NH:5][CH2:4]3)[CH:14]=[CH:13][C:12]=1[CH2:15][N:16]1[CH:21]=[CH:20][CH:19]=[CH:26]1. The catalyst class is: 111. (3) Reactant: [Br:1][C:2]1[CH:17]=[C:16]([S:18]([CH2:21][CH3:22])(=[O:20])=[O:19])[CH:15]=[CH:14][C:3]=1[O:4][C:5]1[C:10]([CH3:11])=[CH:9][CH:8]=[CH:7][C:6]=1[CH2:12]O.P(Br)(Br)[Br:24]. Product: [Br:1][C:2]1[CH:17]=[C:16]([S:18]([CH2:21][CH3:22])(=[O:20])=[O:19])[CH:15]=[CH:14][C:3]=1[O:4][C:5]1[C:10]([CH3:11])=[CH:9][CH:8]=[CH:7][C:6]=1[CH2:12][Br:24]. The catalyst class is: 4.